This data is from Catalyst prediction with 721,799 reactions and 888 catalyst types from USPTO. The task is: Predict which catalyst facilitates the given reaction. (1) Reactant: [NH2:1][C:2]1[N:7]=[C:6]([Cl:8])[C:5]([CH2:9][C:10]([O:12]CC)=O)=[C:4]([NH:15][CH2:16][C:17]2C=CN(C)[N:18]=2)[N:3]=1.[CH3:23][C:24]1N=C(CN)[S:27][C:28]=1[CH3:29].CCN(C(C)C)C(C)C. Product: [NH2:1][C:2]1[N:7]=[C:6]([Cl:8])[C:5]2[CH2:9][C:10](=[O:12])[N:15]([CH2:16][C:17]3[S:27][C:28]([CH3:29])=[C:24]([CH3:23])[N:18]=3)[C:4]=2[N:3]=1. The catalyst class is: 114. (2) Reactant: C(N(C(C)C)CC)(C)C.[CH3:10][O:11][CH2:12][CH2:13][CH2:14][CH2:15][CH2:16][CH2:17][CH2:18][CH2:19][OH:20].[CH3:21][S:22](Cl)(=[O:24])=[O:23].O. Product: [CH3:10][O:11][CH2:12][CH2:13][CH2:14][CH2:15][CH2:16][CH2:17][CH2:18][CH2:19][O:20][S:22]([CH3:21])(=[O:24])=[O:23]. The catalyst class is: 2.